This data is from Forward reaction prediction with 1.9M reactions from USPTO patents (1976-2016). The task is: Predict the product of the given reaction. The product is: [Cl:1][C:2]1[CH:7]=[CH:6][CH:5]=[CH:4][C:3]=1[C:8]1[N:9]2[C:14]([CH:15]=[C:16]([OH:18])[CH:17]=1)=[C:13]([C:20]1[C:21]([Cl:27])=[CH:22][CH:23]=[CH:24][C:25]=1[Cl:26])[C:12](=[O:28])[CH:11]=[CH:10]2. Given the reactants [Cl:1][C:2]1[CH:7]=[CH:6][CH:5]=[CH:4][C:3]=1[C:8]1[N:9]2[C:14]([CH:15]=[C:16]([O:18]C)[CH:17]=1)=[C:13]([C:20]1[C:25]([Cl:26])=[CH:24][CH:23]=[CH:22][C:21]=1[Cl:27])[C:12](=[O:28])[CH:11]=[CH:10]2.B(Br)(Br)Br, predict the reaction product.